From a dataset of Catalyst prediction with 721,799 reactions and 888 catalyst types from USPTO. Predict which catalyst facilitates the given reaction. Reactant: [F:1][C:2]1[CH:7]=[CH:6][C:5]([C:8](=O)[CH2:9][C:10]2[CH:15]=[CH:14][N:13]=[CH:12][CH:11]=2)=[CH:4][CH:3]=1.[F:17][C:18]1[CH:25]=[CH:24][C:21](C=O)=[CH:20][CH:19]=1.[NH2:26][C:27]1[C:28]([C:32]([O:34][CH3:35])=[O:33])=[CH:29][S:30][CH:31]=1.Cl.[OH-].[Na+].[CH3:39]OCCO. Product: [F:17][C:18]1[CH:19]=[CH:20][C:21]([C:9]2([C:10]3[CH:15]=[CH:14][N:13]=[CH:12][CH:11]=3)[CH:39]=[N:26][C:27]3=[C:28]([C:32]([O:34][CH3:35])=[O:33])[CH2:29][S:30][C:31]3=[C:8]2[C:5]2[CH:6]=[CH:7][C:2]([F:1])=[CH:3][CH:4]=2)=[CH:24][CH:25]=1. The catalyst class is: 254.